From a dataset of NCI-60 drug combinations with 297,098 pairs across 59 cell lines. Regression. Given two drug SMILES strings and cell line genomic features, predict the synergy score measuring deviation from expected non-interaction effect. (1) Drug 1: C#CCC(CC1=CN=C2C(=N1)C(=NC(=N2)N)N)C3=CC=C(C=C3)C(=O)NC(CCC(=O)O)C(=O)O. Drug 2: B(C(CC(C)C)NC(=O)C(CC1=CC=CC=C1)NC(=O)C2=NC=CN=C2)(O)O. Cell line: KM12. Synergy scores: CSS=72.7, Synergy_ZIP=-1.68, Synergy_Bliss=-0.119, Synergy_Loewe=6.92, Synergy_HSA=2.29. (2) Drug 1: C1=NC2=C(N=C(N=C2N1C3C(C(C(O3)CO)O)F)Cl)N. Drug 2: CC1C(C(CC(O1)OC2CC(CC3=C2C(=C4C(=C3O)C(=O)C5=C(C4=O)C(=CC=C5)OC)O)(C(=O)CO)O)N)O.Cl. Cell line: ACHN. Synergy scores: CSS=42.8, Synergy_ZIP=-4.01, Synergy_Bliss=-0.184, Synergy_Loewe=-1.74, Synergy_HSA=1.84.